This data is from Full USPTO retrosynthesis dataset with 1.9M reactions from patents (1976-2016). The task is: Predict the reactants needed to synthesize the given product. (1) Given the product [CH2:5]1[CH2:6][CH2:7][N:1]([CH2:8][C:9]#[N:10])[CH2:2][CH2:3][CH2:4]1, predict the reactants needed to synthesize it. The reactants are: [N:1]1([CH2:8][CH2:9][NH2:10])[CH2:7][CH2:6][CH2:5][CH2:4][CH2:3][CH2:2]1.C(#N)CO. (2) The reactants are: [CH:1]([N:4]([CH3:22])[C@@H:5]1[CH2:10][CH2:9][C@H:8]([NH2:11])[C@H:7]([CH2:12][S:13]([C:16]2[CH:21]=[CH:20][CH:19]=[CH:18][CH:17]=2)(=[O:15])=[O:14])[CH2:6]1)([CH3:3])[CH3:2].[F:23][C:24]([F:39])([F:38])[C:25]1[CH:30]=[CH:29][CH:28]=[CH:27][C:26]=1[NH:31][C:32](=[O:37])[CH2:33][C:34](O)=[O:35].F[P-](F)(F)(F)(F)F.N1(O[P+](N(C)C)(N(C)C)N(C)C)C2C=CC=CC=2N=N1.CN1CCOCC1. Given the product [CH:1]([N:4]([CH3:22])[C@@H:5]1[CH2:10][CH2:9][C@H:8]([NH:11][C:34](=[O:35])[CH2:33][C:32]([NH:31][C:26]2[CH:27]=[CH:28][CH:29]=[CH:30][C:25]=2[C:24]([F:38])([F:23])[F:39])=[O:37])[C@H:7]([CH2:12][S:13]([C:16]2[CH:17]=[CH:18][CH:19]=[CH:20][CH:21]=2)(=[O:14])=[O:15])[CH2:6]1)([CH3:3])[CH3:2], predict the reactants needed to synthesize it.